Task: Predict the reactants needed to synthesize the given product.. Dataset: Retrosynthesis with 50K atom-mapped reactions and 10 reaction types from USPTO Given the product O=Cc1cccc(OCc2ccccn2)c1, predict the reactants needed to synthesize it. The reactants are: ClCc1ccccn1.O=Cc1cccc(O)c1.